This data is from Reaction yield outcomes from USPTO patents with 853,638 reactions. The task is: Predict the reaction yield, written as a fraction of the theoretical maximum amount of product (1.0 means a 100% yield; for example, 0.34 means a 34% yield). (1) The reactants are [OH:1][C:2]1[CH:3]=[C:4]([CH:7]=[CH:8][CH:9]=1)[C:5]#[N:6].N1C=CN=C1.[C:15]([Si:19](Cl)([CH3:21])[CH3:20])([CH3:18])([CH3:17])[CH3:16].O. The catalyst is CN(C)C=O. The product is [C:15]([Si:19]([CH3:21])([CH3:20])[O:1][C:2]1[CH:3]=[C:4]([CH:7]=[CH:8][CH:9]=1)[C:5]#[N:6])([CH3:18])([CH3:17])[CH3:16]. The yield is 0.950. (2) The reactants are [CH3:1][CH:2]([O:4][CH:5]1[CH2:14][CH2:13][C:8]2(OCC[O:9]2)[CH2:7][CH2:6]1)[CH3:3].Cl.O. The catalyst is O1CCCC1. The product is [CH3:3][CH:2]([O:4][CH:5]1[CH2:14][CH2:13][C:8](=[O:9])[CH2:7][CH2:6]1)[CH3:1]. The yield is 1.00. (3) The reactants are [H-].[Na+].[SH:3][CH2:4][C:5]([O:7][CH2:8][CH3:9])=[O:6].[Br:10][C:11]1[CH:18]=[CH:17][C:14]([CH:15]=O)=[C:13](F)[CH:12]=1. The catalyst is CS(C)=O. The product is [CH2:8]([O:7][C:5]([C:4]1[S:3][C:13]2[CH:12]=[C:11]([Br:10])[CH:18]=[CH:17][C:14]=2[CH:15]=1)=[O:6])[CH3:9]. The yield is 0.860. (4) The reactants are [F:1][C:2]1[CH:7]=[CH:6][C:5]([CH2:8][C:9]([OH:11])=O)=[CH:4][CH:3]=1.C(Cl)(=O)C(Cl)=O.[Br:18][C:19]1[CH:24]=[CH:23][C:22]([O:25]C)=[CH:21][CH:20]=1.[Al+3].[Cl-].[Cl-].[Cl-]. The catalyst is ClCCl.CN(C=O)C. The product is [Br:18][C:19]1[CH:20]=[CH:21][C:22]([OH:25])=[C:23]([C:9](=[O:11])[CH2:8][C:5]2[CH:4]=[CH:3][C:2]([F:1])=[CH:7][CH:6]=2)[CH:24]=1. The yield is 0.370. (5) The reactants are [F:1][C:2]1[CH:3]=[C:4]([OH:25])[CH:5]=[CH:6][C:7]=1[C:8]1[N:9]=[N:10][C:11]([O:14][CH:15]2[CH2:20][C:19]([CH3:22])([CH3:21])[NH:18][C:17]([CH3:24])([CH3:23])[CH2:16]2)=[CH:12][CH:13]=1.C1C=CC(N([S:33]([C:36]([F:39])([F:38])[F:37])(=[O:35])=[O:34])[S:33]([C:36]([F:39])([F:38])[F:37])(=[O:35])=[O:34])=CC=1.C([O-])([O-])=O.[K+].[K+]. The catalyst is C1COCC1. The product is [F:37][C:36]([F:39])([F:38])[S:33]([O:25][C:4]1[CH:5]=[CH:6][C:7]([C:8]2[N:9]=[N:10][C:11]([O:14][CH:15]3[CH2:16][C:17]([CH3:24])([CH3:23])[NH:18][C:19]([CH3:21])([CH3:22])[CH2:20]3)=[CH:12][CH:13]=2)=[C:2]([F:1])[CH:3]=1)(=[O:35])=[O:34]. The yield is 0.660. (6) The catalyst is O1CCCC1. The yield is 0.890. The product is [Cl:11][C:12]1[CH:13]=[C:14]([CH:17]=[CH:18][C:19]=1[Cl:20])[CH2:15][O:10][C:8]1[CH:7]=[CH:6][C:3]([C:4]#[N:5])=[C:2]([F:1])[CH:9]=1. The reactants are [F:1][C:2]1[CH:9]=[C:8]([OH:10])[CH:7]=[CH:6][C:3]=1[C:4]#[N:5].[Cl:11][C:12]1[CH:13]=[C:14]([CH:17]=[CH:18][C:19]=1[Cl:20])[CH2:15]O.C1(P(C2C=CC=CC=2)C2C=CC=CC=2)C=CC=CC=1.C1(C)C=CC=CC=1.N(C(OCC)=O)=NC(OCC)=O.